This data is from Catalyst prediction with 721,799 reactions and 888 catalyst types from USPTO. The task is: Predict which catalyst facilitates the given reaction. (1) Product: [CH3:10][C:7]1([CH3:9])[CH2:6][CH2:5][C:4](=[O:11])/[C:3](=[CH:2]/[O:1][Si:28]([CH:33]([CH3:35])[CH3:34])([CH:30]([CH3:32])[CH3:31])[CH:25]([CH3:27])[CH3:26])/[CH2:8]1.[CH3:10][C:7]1([CH3:9])[CH2:6][CH2:5][C:4](=[O:11])/[C:3](=[CH:2]/[O:1][Si:13]([CH3:16])([CH3:15])[CH3:12])/[CH2:8]1.[Si:21]([O:1]/[CH:2]=[C:3]1/[C:4](=[O:11])[CH2:5][CH2:6][C:7]([CH3:9])([CH3:10])[CH2:8]/1)([C:17]([CH3:20])([CH3:19])[CH3:18])([CH3:23])[CH3:22]. The catalyst class is: 66. Reactant: [OH:1]/[CH:2]=[C:3]1/[C:4](=[O:11])[CH2:5][CH2:6][C:7]([CH3:10])([CH3:9])[CH2:8]/1.[CH3:12][Si:13]([CH3:16])([CH3:15])Cl.[C:17]([Si:21](Cl)([CH3:23])[CH3:22])([CH3:20])([CH3:19])[CH3:18].[CH:25]([Si:28]([CH:33]([CH3:35])[CH3:34])([CH:30]([CH3:32])[CH3:31])Cl)([CH3:27])[CH3:26]. (2) Reactant: [NH2:1][C:2]1[C:3]2[CH:10]=[CH:9][N:8]([CH:11]3[C:15]([CH3:17])([OH:16])[CH:14]([OH:18])[CH:13]([CH2:19][OH:20])[O:12]3)[C:4]=2[N:5]=[CH:6][N:7]=1.Cl[CH2:22][CH:23]=O. Product: [OH:20][CH2:19][CH:13]1[O:12][CH:11]([N:8]2[CH:9]=[CH:10][C:3]3[C:2]4[N:7]([CH:22]=[CH:23][N:1]=4)[CH:6]=[N:5][C:4]2=3)[C:15]([CH3:17])([OH:16])[CH:14]1[OH:18]. The catalyst class is: 3. (3) Reactant: [CH3:1][O:2][C:3]1[CH:4]=[C:5]2[C:10](=[CH:11][C:12]=1[O:13][CH3:14])[N:9]=[CH:8][CH:7]=[C:6]2[O:15][C:16]1[C:22]([CH3:23])=[CH:21][C:19]([NH2:20])=[C:18]([CH3:24])[CH:17]=1.C(N(CC)CC)C.[C:32](Cl)(Cl)=[S:33].[C:36]([NH:39][CH2:40][CH2:41][NH2:42])(=[O:38])[CH3:37]. Product: [CH3:1][O:2][C:3]1[CH:4]=[C:5]2[C:10](=[CH:11][C:12]=1[O:13][CH3:14])[N:9]=[CH:8][CH:7]=[C:6]2[O:15][C:16]1[C:22]([CH3:23])=[CH:21][C:19]([NH:20][C:32]([NH:42][CH2:41][CH2:40][NH:39][C:36](=[O:38])[CH3:37])=[S:33])=[C:18]([CH3:24])[CH:17]=1. The catalyst class is: 42. (4) Reactant: F[C:2]1[CH:11]=[C:10]2[C:5]([C:6](=[O:13])[N:7]([CH3:12])[CH:8]=[N:9]2)=[CH:4][CH:3]=1.[NH2:14][NH2:15]. Product: [NH:14]([C:2]1[CH:11]=[C:10]2[C:5]([C:6](=[O:13])[N:7]([CH3:12])[CH:8]=[N:9]2)=[CH:4][CH:3]=1)[NH2:15]. The catalyst class is: 12.